Predict the product of the given reaction. From a dataset of Forward reaction prediction with 1.9M reactions from USPTO patents (1976-2016). Given the reactants [CH:1]([C:3]1[CH:8]=[C:7]([O:9][CH2:10][CH2:11][CH2:12][CH2:13][CH2:14][CH2:15][CH3:16])[CH:6]=[CH:5][C:4]=1[NH:17][C:18](=O)[C@H:19]([CH3:25])[CH2:20][O:21][CH2:22][O:23][CH3:24])=O.CO.[NH3:29], predict the reaction product. The product is: [CH2:10]([O:9][C:7]1[CH:8]=[C:3]2[C:4](=[CH:5][CH:6]=1)[N:17]=[C:18]([C@H:19]([CH3:25])[CH2:20][O:21][CH2:22][O:23][CH3:24])[N:29]=[CH:1]2)[CH2:11][CH2:12][CH2:13][CH2:14][CH2:15][CH3:16].